This data is from Catalyst prediction with 721,799 reactions and 888 catalyst types from USPTO. The task is: Predict which catalyst facilitates the given reaction. (1) Reactant: [CH3:1][O:2][C:3]([C:5]1[CH:10]=[N:9][CH:8]=[CH:7][N:6]=1)=[O:4]. Product: [CH3:1][O:2][C:3]([C:5]1[NH:6][CH2:7][CH2:8][NH:9][CH:10]=1)=[O:4]. The catalyst class is: 129. (2) The catalyst class is: 31. Reactant: Br[CH2:2][CH2:3][CH3:4].C(=O)([O-])[O-].[K+].[K+].[Cl:11][C:12]1[C:17]([OH:18])=[CH:16][CH:15]=[CH:14][C:13]=1[OH:19]. Product: [Cl:11][C:12]1[C:17]([O:18][CH2:2][CH2:3][CH3:4])=[CH:16][CH:15]=[CH:14][C:13]=1[OH:19]. (3) Reactant: [H-].[Na+].[CH3:3][O:4][C:5]1[CH:13]=[C:12]2[C:8]([C:9]([C:15]#[N:16])=[C:10]([CH3:14])[NH:11]2)=[CH:7][CH:6]=1.[CH2:17](I)[CH3:18]. The catalyst class is: 3. Product: [CH2:17]([N:11]1[C:12]2[C:8](=[CH:7][CH:6]=[C:5]([O:4][CH3:3])[CH:13]=2)[C:9]([C:15]#[N:16])=[C:10]1[CH3:14])[CH3:18]. (4) Reactant: [F:1][C:2]1[CH:7]=[CH:6][C:5]([N:8]2[C:12](I)=[CH:11][C:10]([NH2:14])=[N:9]2)=[CH:4][CH:3]=1.[F:15][C:16]1[CH:17]=[C:18](B2OC(C)(C)C(C)(C)O2)[CH:19]=[C:20]([CH2:22][O:23][C@H:24]([CH3:29])[C:25]([F:28])([F:27])[F:26])[CH:21]=1.C1(P(C2CCCCC2)C2CCCCC2)CCCCC1.C(=O)([O-])[O-].[K+].[K+]. Product: [F:1][C:2]1[CH:7]=[CH:6][C:5]([N:8]2[C:12]([C:18]3[CH:19]=[C:20]([CH2:22][O:23][C@H:24]([CH3:29])[C:25]([F:28])([F:27])[F:26])[CH:21]=[C:16]([F:15])[CH:17]=3)=[CH:11][C:10]([NH2:14])=[N:9]2)=[CH:4][CH:3]=1. The catalyst class is: 160. (5) Reactant: Cl[CH2:2][CH2:3][N:4]1[CH2:9][CH2:8][O:7][CH2:6][CH2:5]1.NC(N)=[S:12].[OH-].[Na+]. Product: [O:7]1[CH2:8][CH2:9][N:4]([CH2:3][CH2:2][SH:12])[CH2:5][CH2:6]1. The catalyst class is: 40. (6) Reactant: C(NC(C)C)(C)C.C([Li])CCC.[C:13]1([S:19]([N:22]2[C:26]3[N:27]=[CH:28][N:29]=[C:30]([Cl:31])[C:25]=3[CH:24]=[C:23]2[C:32]2C=CC=CC=2)(=[O:21])=[O:20])[CH:18]=[CH:17][CH:16]=[CH:15][CH:14]=1.IC. Product: [C:13]1([S:19]([N:22]2[C:26]3[N:27]=[CH:28][N:29]=[C:30]([Cl:31])[C:25]=3[CH:24]=[C:23]2[CH3:32])(=[O:21])=[O:20])[CH:14]=[CH:15][CH:16]=[CH:17][CH:18]=1. The catalyst class is: 1. (7) Reactant: [Cl:1][C:2]1[CH:7]=[CH:6][C:5]([C:8]([N:13]2[C:21]3[CH:20]=[CH:19][CH:18]=[C:17]([NH2:22])[C:16]=3[CH:15]=[CH:14]2)([CH2:11][CH3:12])[CH:9]=[CH2:10])=[CH:4][CH:3]=1.CN1CCOCC1.[CH3:30][S:31](Cl)(=[O:33])=[O:32]. Product: [Cl:1][C:2]1[CH:3]=[CH:4][C:5]([C:8]([N:13]2[C:21]3[C:16](=[C:17]([NH:22][S:31]([CH3:30])(=[O:33])=[O:32])[CH:18]=[CH:19][CH:20]=3)[CH:15]=[CH:14]2)([CH2:11][CH3:12])[CH:9]=[CH2:10])=[CH:6][CH:7]=1. The catalyst class is: 46. (8) Reactant: C1(COC(=O)[NH:10][C@H:11]([CH3:19])[C:12](=[O:18])[N:13]2[CH2:17][CH2:16][CH2:15][CH2:14]2)C=CC=CC=1. Product: [O:18]=[C:12]([N:13]1[CH2:17][CH2:16][CH2:15][CH2:14]1)[C@H:11]([NH2:10])[CH3:19]. The catalyst class is: 5. (9) Reactant: [CH3:1][C:2]1[CH:11]=[N:10][C:9]2[C:4](=[CH:5][CH:6]=[CH:7][CH:8]=2)[N:3]=1.[N:12]1[C:21]2[C:16](=[CH:17][CH:18]=[CH:19][CH:20]=2)[N:15]=[CH:14][C:13]=1[CH:22]=[O:23]. Product: [N:12]1[C:21]2[C:16](=[CH:17][CH:18]=[CH:19][CH:20]=2)[N:15]=[CH:14][C:13]=1[CH:22]([OH:23])[CH2:1][C:2]1[CH:11]=[N:10][C:9]2[C:4](=[CH:5][CH:6]=[CH:7][CH:8]=2)[N:3]=1. The catalyst class is: 52. (10) The catalyst class is: 1. Product: [NH:1]1[C:9]2[C:4](=[CH:5][C:6]([C:10]([O:12][CH3:13])=[O:11])=[CH:7][CH:8]=2)[CH:3]=[CH:2]1. Reactant: [NH:1]1[C:9]2[C:4](=[CH:5][C:6]([C:10]([OH:12])=[O:11])=[CH:7][CH:8]=2)[CH:3]=[CH:2]1.[CH2:13](N(CC)CC)C.CO.